This data is from Reaction yield outcomes from USPTO patents with 853,638 reactions. The task is: Predict the reaction yield, written as a fraction of the theoretical maximum amount of product (1.0 means a 100% yield; for example, 0.34 means a 34% yield). (1) The reactants are Br[C:2]1[CH:3]=[N:4][CH:5]=[C:6]([Br:9])[C:7]=1[OH:8].C1([Mg]Br)C=CC=CC=1.[Li]CCCC.[CH:23](=[O:30])[C:24]1[CH:29]=[CH:28][CH:27]=[CH:26][CH:25]=1. The catalyst is C1COCC1. The product is [Br:9][C:6]1[CH:5]=[N:4][CH:3]=[C:2]([CH:23]([OH:30])[C:24]2[CH:29]=[CH:28][CH:27]=[CH:26][CH:25]=2)[C:7]=1[OH:8]. The yield is 0.910. (2) The reactants are [C:1]([C:3]1[CH:19]=[CH:18][C:6]([O:7][C:8]2[CH:9]=[CH:10][C:11]3[B:15]([OH:16])[O:14][CH2:13][C:12]=3[CH:17]=2)=[C:5]([OH:20])[CH:4]=1)#N.[OH-:21].[Na+].Cl.C[OH:25]. The catalyst is O1CCOCC1. The product is [C:1]([C:3]1[CH:19]=[CH:18][C:6]([O:7][C:8]2[CH:9]=[CH:10][C:11]3[B:15]([OH:16])[O:14][CH2:13][C:12]=3[CH:17]=2)=[C:5]([OH:20])[CH:4]=1)([OH:25])=[O:21]. The yield is 0.300.